This data is from Peptide-MHC class I binding affinity with 185,985 pairs from IEDB/IMGT. The task is: Regression. Given a peptide amino acid sequence and an MHC pseudo amino acid sequence, predict their binding affinity value. This is MHC class I binding data. (1) The peptide sequence is MVFQNYALY. The MHC is HLA-B40:01 with pseudo-sequence YHTKYREISTNTYESNLYLRYNYYSLAVLAYEWY. The binding affinity (normalized) is 0.0847. (2) The peptide sequence is ITAVNRYFK. The MHC is HLA-B39:01 with pseudo-sequence HLA-B39:01. The binding affinity (normalized) is 0.0847.